From a dataset of Reaction yield outcomes from USPTO patents with 853,638 reactions. Predict the reaction yield, written as a fraction of the theoretical maximum amount of product (1.0 means a 100% yield; for example, 0.34 means a 34% yield). (1) The reactants are [F:1][C:2]([F:30])([F:29])[C:3]1[CH:8]=[CH:7][C:6]([O:9][C:10](=[O:28])[N:11]([CH2:13][CH2:14][C@H:15]2[CH2:20][CH2:19][C@H:18]([CH2:21][N:22]([CH2:26][CH3:27])[CH2:23][CH2:24][OH:25])[CH2:17][CH2:16]2)[CH3:12])=[CH:5][CH:4]=1.C1(=O)OC(=[O:35])C2=CC=CC=C12.C(N)(N)=O.OO.C([O-])(O)=O.[Na+]. The catalyst is C(Cl)Cl.CCOCC.O. The product is [CH2:26]([N+:22]([CH2:23][CH2:24][OH:25])([CH2:21][C@H:18]1[CH2:19][CH2:20][C@H:15]([CH2:14][CH2:13][N:11]([CH3:12])[C:10]([O:9][C:6]2[CH:7]=[CH:8][C:3]([C:2]([F:29])([F:30])[F:1])=[CH:4][CH:5]=2)=[O:28])[CH2:16][CH2:17]1)[O-:35])[CH3:27]. The yield is 0.620. (2) The reactants are [NH2:1][C:2]1[CH:7]=[CH:6][CH:5]=[CH:4][C:3]=1[S:8]([NH2:11])(=[O:10])=[O:9].[Cl:12][C:13]1[CH:18]=[CH:17][C:16]([CH2:19][CH2:20][S:21](Cl)(=[O:23])=[O:22])=[CH:15][CH:14]=1. The catalyst is N1C=CC=CC=1. The product is [Cl:12][C:13]1[CH:14]=[CH:15][C:16]([CH2:19][CH2:20][S:21]([NH:1][C:2]2[CH:7]=[CH:6][CH:5]=[CH:4][C:3]=2[S:8]([NH2:11])(=[O:9])=[O:10])(=[O:23])=[O:22])=[CH:17][CH:18]=1. The yield is 0.0800.